This data is from Forward reaction prediction with 1.9M reactions from USPTO patents (1976-2016). The task is: Predict the product of the given reaction. (1) Given the reactants [CH3:1][C:2]([C:5]1[C:10]([C:11]2[CH:16]=[C:15]([O:17][CH3:18])[CH:14]=[CH:13][C:12]=2[F:19])=[CH:9][C:8]([CH2:20][O:21][C:22]2[CH:27]=[CH:26][C:25]([C@H:28](/[CH:35]=[CH:36]/[CH3:37])[CH2:29][C:30]([O:32]CC)=[O:31])=[C:24]([CH3:38])[CH:23]=2)=[CH:7][CH:6]=1)([CH3:4])[CH3:3].C1COCC1.CCO.[OH-].[Na+], predict the reaction product. The product is: [CH3:4][C:2]([C:5]1[C:10]([C:11]2[CH:16]=[C:15]([O:17][CH3:18])[CH:14]=[CH:13][C:12]=2[F:19])=[CH:9][C:8]([CH2:20][O:21][C:22]2[CH:27]=[CH:26][C:25]([C@H:28](/[CH:35]=[CH:36]/[CH3:37])[CH2:29][C:30]([OH:32])=[O:31])=[C:24]([CH3:38])[CH:23]=2)=[CH:7][CH:6]=1)([CH3:1])[CH3:3]. (2) The product is: [Cl:10][C:11]1[N:19]=[C:18]([N:20]2[C:24]3[CH:25]=[C:26]([C:29]#[N:30])[CH:27]=[CH:28][C:23]=3[N:22]=[CH:21]2)[N:17]=[C:16]2[C:12]=1[NH:13][C:14](=[O:31])[N:15]2[CH:7]([C:3]1[CH:2]=[N:1][CH:6]=[CH:5][CH:4]=1)[CH3:8]. Given the reactants [N:1]1[CH:6]=[CH:5][CH:4]=[C:3]([CH:7](O)[CH3:8])[CH:2]=1.[Cl:10][C:11]1[N:19]=[C:18]([N:20]2[C:24]3[CH:25]=[C:26]([C:29]#[N:30])[CH:27]=[CH:28][C:23]=3[N:22]=[CH:21]2)[N:17]=[C:16]2[C:12]=1[NH:13][C:14](=[O:31])[NH:15]2, predict the reaction product. (3) Given the reactants [C:1]([O:5][C:6](=[O:22])[NH:7][C:8]1[CH:13]=[C:12]([N:14]([CH2:16][CH3:17])[CH3:15])[C:11]([Cl:18])=[CH:10][C:9]=1[N+:19]([O-])=O)([CH3:4])([CH3:3])[CH3:2].O.O.Cl[Sn]Cl, predict the reaction product. The product is: [C:1]([O:5][C:6](=[O:22])[NH:7][C:8]1[CH:13]=[C:12]([N:14]([CH2:16][CH3:17])[CH3:15])[C:11]([Cl:18])=[CH:10][C:9]=1[NH2:19])([CH3:2])([CH3:3])[CH3:4]. (4) The product is: [F:9][C:6]1[N:7]=[CH:8][C:3]([CH2:2][N:11]2[CH2:16][CH2:15][O:14][CH2:13][CH2:12]2)=[C:4]([I:10])[CH:5]=1. Given the reactants Br[CH2:2][C:3]1[C:4]([I:10])=[CH:5][C:6]([F:9])=[N:7][CH:8]=1.[NH:11]1[CH2:16][CH2:15][O:14][CH2:13][CH2:12]1.CC#N.C(N(CC)C(C)C)(C)C, predict the reaction product.